Dataset: Full USPTO retrosynthesis dataset with 1.9M reactions from patents (1976-2016). Task: Predict the reactants needed to synthesize the given product. (1) Given the product [CH3:23][S:24]([O:27][CH:28]([CH2:38][CH2:39][CH:40]=[O:41])[CH2:29][O:30][CH2:31][C:32]1[CH:33]=[CH:34][CH:35]=[CH:36][CH:37]=1)(=[O:26])=[O:25], predict the reactants needed to synthesize it. The reactants are: CC(OI1(OC(C)=O)(OC(C)=O)OC(=O)C2C1=CC=CC=2)=O.[CH3:23][S:24]([O:27][CH:28]([CH2:38][CH2:39][CH2:40][OH:41])[CH2:29][O:30][CH2:31][C:32]1[CH:37]=[CH:36][CH:35]=[CH:34][CH:33]=1)(=[O:26])=[O:25].C(OCC)(=O)C.C(=O)([O-])O.[Na+]. (2) Given the product [ClH:66].[CH2:27]1[C:16]2[C:15]3[C:14]([CH2:13][CH2:12][CH2:11][O:9][C:6]4[CH:7]=[CH:8][C:3]([C:1]#[N:2])=[CH:4][CH:5]=4)=[CH:22][CH:21]=[CH:20][C:19]=3[NH:18][C:17]=2[CH2:23][CH2:24][NH:25][CH2:26]1, predict the reactants needed to synthesize it. The reactants are: [C:1]([C:3]1[CH:8]=[CH:7][C:6]([OH:9])=[CH:5][CH:4]=1)#[N:2].O[CH2:11][CH2:12][CH2:13][C:14]1[C:15]2[C:16]3[CH2:27][CH2:26][N:25](C(OC(C)(C)C)=O)[CH2:24][CH2:23][C:17]=3[NH:18][C:19]=2[CH:20]=[CH:21][CH:22]=1.C1(P(C2C=CC=CC=2)C2C=CC=CC=2)C=CC=CC=1.CCOC(/N=N/C(OCC)=O)=O.[Cl:66]CCl. (3) Given the product [Cl:1][C:2]1[CH:3]=[CH:4][C:5]([O:12][CH2:13][CH2:14][S:15]([CH3:18])(=[O:17])=[O:16])=[C:6]([CH:11]=1)[C:7]([OH:9])=[O:8], predict the reactants needed to synthesize it. The reactants are: [Cl:1][C:2]1[CH:3]=[CH:4][C:5]([O:12][CH2:13][CH2:14][S:15]([CH3:18])(=[O:17])=[O:16])=[C:6]([CH:11]=1)[C:7]([O:9]C)=[O:8].[Li+].[OH-]. (4) Given the product [ClH:3].[CH2:33]([N:20]1[C:21]2[C:26](=[CH:25][CH:24]=[CH:23][CH:22]=2)[C:18]([CH2:17][N:14]2[CH2:13][CH2:12][CH:11]([C:5]3[C:4]([Cl:3])=[CH:9][CH:8]=[CH:7][C:6]=3[Cl:10])[CH2:16][CH2:15]2)=[C:19]1[C:27]1[CH:32]=[CH:31][CH:30]=[CH:29][CH:28]=1)[C:34]1[CH:39]=[CH:38][CH:37]=[CH:36][CH:35]=1, predict the reactants needed to synthesize it. The reactants are: [H-].[Na+].[Cl:3][C:4]1[CH:9]=[CH:8][CH:7]=[C:6]([Cl:10])[C:5]=1[CH:11]1[CH2:16][CH2:15][N:14]([CH2:17][C:18]2[C:26]3[C:21](=[CH:22][CH:23]=[CH:24][CH:25]=3)[NH:20][C:19]=2[C:27]2[CH:32]=[CH:31][CH:30]=[CH:29][CH:28]=2)[CH2:13][CH2:12]1.[CH2:33](Br)[C:34]1[CH:39]=[CH:38][CH:37]=[CH:36][CH:35]=1.[NH4+].[OH-].CCOCC.Cl. (5) Given the product [C:8]([C:6]1[CH:5]=[CH:4][C:3]2[NH:12][C:13]([CH2:14][CH2:15][CH:16]3[CH2:17][CH:18]([N:20]([CH2:23][C@@H:24]4[C@H:31]5[O:30][C:29]([CH3:33])([CH3:32])[O:28][C@H:27]5[C@H:26]([N:34]5[C:38]6[N:39]=[CH:40][N:41]=[C:42]([NH:43][CH2:44][C:45]7[CH:50]=[CH:49][C:48]([O:51][CH3:52])=[CH:47][C:46]=7[O:53][CH3:54])[C:37]=6[CH:36]=[CH:35]5)[CH2:25]4)[CH2:21][CH3:22])[CH2:19]3)=[N:1][C:2]=2[CH:7]=1)([CH3:10])([CH3:11])[CH3:9], predict the reactants needed to synthesize it. The reactants are: [NH2:1][C:2]1[CH:7]=[C:6]([C:8]([CH3:11])([CH3:10])[CH3:9])[CH:5]=[CH:4][C:3]=1[NH:12][C:13](=O)[CH2:14][CH2:15][CH:16]1[CH2:19][CH:18]([N:20]([CH2:23][C@@H:24]2[C@@H:31]3[C@@H:27]([O:28][C:29]([CH3:33])([CH3:32])[O:30]3)[C@H:26]([N:34]3[C:38]4[N:39]=[CH:40][N:41]=[C:42]([NH:43][CH2:44][C:45]5[CH:50]=[CH:49][C:48]([O:51][CH3:52])=[CH:47][C:46]=5[O:53][CH3:54])[C:37]=4[CH:36]=[CH:35]3)[CH2:25]2)[CH2:21][CH3:22])[CH2:17]1. (6) Given the product [CH3:20][N:18]1[CH:19]=[C:15]([N:14]2[C:5]3[C:4]4[CH:3]=[C:2]([C:28]5[CH:29]=[C:30]([NH:31][S:32]([CH3:35])(=[O:33])=[O:34])[C:25]([CH3:24])=[N:26][CH:27]=5)[CH:11]=[CH:10][C:9]=4[N:8]=[CH:7][C:6]=3[N:12]([CH3:23])[C:13]2=[O:22])[C:16]([CH3:21])=[N:17]1, predict the reactants needed to synthesize it. The reactants are: Br[C:2]1[CH:11]=[CH:10][C:9]2[N:8]=[CH:7][C:6]3[N:12]([CH3:23])[C:13](=[O:22])[N:14]([C:15]4[C:16]([CH3:21])=[N:17][N:18]([CH3:20])[CH:19]=4)[C:5]=3[C:4]=2[CH:3]=1.[CH3:24][C:25]1[C:30]([NH:31][S:32]([CH3:35])(=[O:34])=[O:33])=[CH:29][C:28](B2OC(C)(C)C(C)(C)O2)=[CH:27][N:26]=1. (7) Given the product [F:17][C:12]1[CH:13]=[CH:14][CH:15]=[CH:16][C:11]=1/[CH:10]=[CH:9]/[C:8]([NH:7][CH2:6][C:5]([OH:19])=[O:4])=[O:18], predict the reactants needed to synthesize it. The reactants are: [OH-].[Na+].C[O:4][C:5](=[O:19])[CH2:6][NH:7][C:8](=[O:18])/[CH:9]=[CH:10]/[C:11]1[CH:16]=[CH:15][CH:14]=[CH:13][C:12]=1[F:17].